From a dataset of Forward reaction prediction with 1.9M reactions from USPTO patents (1976-2016). Predict the product of the given reaction. (1) Given the reactants Cl[C:2]1[N:7]=[C:6]([C:8]([F:11])([F:10])[F:9])[C:5]([C:12]([O:14][CH3:15])=[O:13])=[CH:4][N:3]=1.[Cl:16][C:17]1[CH:23]=[CH:22][CH:21]=[C:20]([Cl:24])[C:18]=1[NH2:19], predict the reaction product. The product is: [Cl:16][C:17]1[CH:23]=[CH:22][CH:21]=[C:20]([Cl:24])[C:18]=1[NH:19][C:2]1[N:7]=[C:6]([C:8]([F:11])([F:10])[F:9])[C:5]([C:12]([O:14][CH3:15])=[O:13])=[CH:4][N:3]=1. (2) Given the reactants [Cl:1][C:2]1[CH:7]=[C:6]([Cl:8])[CH:5]=[CH:4][C:3]=1[CH3:9].[N+:10]([O-])([OH:12])=[O:11], predict the reaction product. The product is: [Cl:1][C:2]1[CH:7]=[C:6]([Cl:8])[C:5]([N+:10]([O-:12])=[O:11])=[CH:4][C:3]=1[CH3:9]. (3) Given the reactants [F:1][C:2]1[CH:7]=[CH:6][CH:5]=[CH:4][C:3]=1[N:8]1[C:12]([C:13]2[CH:18]=[CH:17][N:16]=[CH:15][CH:14]=2)=[C:11]([C:19]([O:21]CC)=O)[N:10]=[N:9]1.[Br:24][C:25]1[CH:26]=[C:27]([CH:32]=[CH:33][CH:34]=1)[C:28](=[N:30]O)[NH2:29], predict the reaction product. The product is: [Br:24][C:25]1[CH:26]=[C:27]([C:28]2[N:30]=[C:19]([C:11]3[N:10]=[N:9][N:8]([C:3]4[CH:4]=[CH:5][CH:6]=[CH:7][C:2]=4[F:1])[C:12]=3[C:13]3[CH:14]=[CH:15][N:16]=[CH:17][CH:18]=3)[O:21][N:29]=2)[CH:32]=[CH:33][CH:34]=1. (4) Given the reactants N(/[CH:8]=[CH:9]/[C:10]1[O:11][C:12]2[CH:26]=[C:25]([F:27])[CH:24]=[CH:23][C:13]=2[N+:14]=1[CH2:15][CH2:16][CH2:17][CH2:18][S:19]([O-:22])(=[O:21])=[O:20])C1C=CC=CC=1.[C:28]([CH2:31][CH2:32][CH2:33][CH2:34][CH2:35][N+:36]1[C:44]2[C:39](=[CH:40][C:41]([F:46])=[CH:42][C:43]=2[F:45])[C:38]([CH2:48][CH2:49][CH2:50][CH2:51][S:52]([O-:55])(=[O:54])=[O:53])([CH3:47])[C:37]=1[CH3:56])([OH:30])=[O:29].C(OC(=O)C)(=O)C.CO, predict the reaction product. The product is: [C:28]([CH2:31][CH2:32][CH2:33][CH2:34][CH2:35][N:36]1[C:44]2[C:39](=[CH:40][C:41]([F:46])=[CH:42][C:43]=2[F:45])[C:38]([CH3:47])([CH2:48][CH2:49][CH2:50][CH2:51][S:52]([OH:55])(=[O:54])=[O:53])/[C:37]/1=[CH:56]\[CH:8]=[CH:9]\[C:10]1[O:11][C:12]2[CH:26]=[C:25]([F:27])[CH:24]=[CH:23][C:13]=2[N+:14]=1[CH2:15][CH2:16][CH2:17][CH2:18][S:19]([O-:22])(=[O:20])=[O:21])([OH:30])=[O:29]. (5) Given the reactants [NH2:1][C:2]1[C:3]2[C:10]([C:11]3[CH:16]=[CH:15][C:14]([O:17][C:18]4[CH:23]=[CH:22][CH:21]=[CH:20][CH:19]=4)=[CH:13][CH:12]=3)=[CH:9][N:8]([CH:24]3[CH2:29][CH2:28][N:27]([CH:30]4[CH2:35][CH2:34][N:33](C(OC(C)(C)C)=O)[CH2:32][CH2:31]4)[CH2:26][CH2:25]3)[C:4]=2[N:5]=[CH:6][N:7]=1.Cl.[OH-].[Na+], predict the reaction product. The product is: [N:27]1([CH:30]2[CH2:35][CH2:34][NH:33][CH2:32][CH2:31]2)[CH2:28][CH2:29][CH:24]([N:8]2[C:4]3[N:5]=[CH:6][N:7]=[C:2]([NH2:1])[C:3]=3[C:10]([C:11]3[CH:12]=[CH:13][C:14]([O:17][C:18]4[CH:23]=[CH:22][CH:21]=[CH:20][CH:19]=4)=[CH:15][CH:16]=3)=[CH:9]2)[CH2:25][CH2:26]1. (6) The product is: [Cl:1][C:2]1[C:3]([N:11]2[CH2:12][CH2:13][NH:14][CH2:15][CH2:16]2)=[N:4][CH:5]=[C:6]([CH:10]=1)[C:7]([O:9][CH3:18])=[O:8]. Given the reactants [Cl:1][C:2]1[C:3]([N:11]2[CH2:16][CH2:15][NH:14][CH2:13][CH2:12]2)=[N:4][CH:5]=[C:6]([CH:10]=1)[C:7]([O-:9])=[O:8].[NH2+]1CCNC[CH2:18]1.CO.S(=O)(=O)(O)O.C([O-])(O)=O.[Na+], predict the reaction product. (7) Given the reactants Br[C:2]1[CH:7]=[CH:6][C:5]([N+:8]([O-:10])=[O:9])=[CH:4][C:3]=1[O:11][CH3:12].[F:13][C:14]([F:19])([F:18])C([O-])=O.[K+].C1(C)C=CC=CC=1, predict the reaction product. The product is: [CH3:12][O:11][C:3]1[CH:4]=[C:5]([N+:8]([O-:10])=[O:9])[CH:6]=[CH:7][C:2]=1[C:14]([F:19])([F:18])[F:13].